From a dataset of Full USPTO retrosynthesis dataset with 1.9M reactions from patents (1976-2016). Predict the reactants needed to synthesize the given product. (1) Given the product [C:4]1([C:12]2[CH:17]=[CH:16][CH:15]=[CH:14][CH:13]=2)[CH:5]=[C:6]([CH:7]=[O:8])[CH:1]=[C:2]([CH:10]=[O:11])[CH:3]=1, predict the reactants needed to synthesize it. The reactants are: [CH:1]1[C:6]([CH:7]=[O:8])=[CH:5][C:4](Br)=[CH:3][C:2]=1[CH:10]=[O:11].[C:12]1(B(O)O)[CH:17]=[CH:16][CH:15]=[CH:14][CH:13]=1.C(=O)([O-])[O-].[K+].[K+].N#N. (2) Given the product [CH3:19][O:20][C:21]([C@@H:22]([O:6][C:5](=[O:7])[CH2:4][CH:3]=[C:2]([CH3:1])[CH2:8][CH2:9][C:10]1[C:15]([CH3:17])([CH3:16])[CH2:14][CH2:13][CH2:12][C:11]=1[CH3:18])[C:24]1[CH:29]=[CH:28][CH:27]=[CH:26][CH:25]=1)=[O:30], predict the reactants needed to synthesize it. The reactants are: [CH3:1]/[C:2](/[CH2:8][CH2:9][C:10]1[C:15]([CH3:17])([CH3:16])[CH2:14][CH2:13][CH2:12][C:11]=1[CH3:18])=[CH:3]\[CH2:4][C:5]([OH:7])=[O:6].[CH3:19][O:20][C:21](=[O:30])[C@H:22]([C:24]1[CH:29]=[CH:28][CH:27]=[CH:26][CH:25]=1)O.CO.C1CCC(N=C=NC2CCCCC2)CC1. (3) Given the product [F:1][C:2]1[CH:7]=[C:6]([O:8][CH2:17][C:18]2[CH:23]=[CH:22][C:21]([CH:24]([OH:28])[CH2:25][CH2:26][CH3:27])=[CH:20][CH:19]=2)[CH:5]=[CH:4][C:3]=1[CH2:9][CH2:10][C:11]([O:13][CH2:14][CH3:15])=[O:12], predict the reactants needed to synthesize it. The reactants are: [F:1][C:2]1[CH:7]=[C:6]([OH:8])[CH:5]=[CH:4][C:3]=1[CH2:9][CH2:10][C:11]([O:13][CH2:14][CH3:15])=[O:12].O[CH2:17][C:18]1[CH:23]=[CH:22][C:21]([CH:24]([OH:28])[CH2:25][CH2:26][CH3:27])=[CH:20][CH:19]=1.C(P(CCCC)CCCC)CCC.N(C(N1CCCCC1)=O)=NC(N1CCCCC1)=O. (4) Given the product [Br:1][C:2]1[CH:3]=[C:4]([S:9]([CH2:12][C:13]2[CH:18]=[CH:17][C:16]([C:19]([O:28][CH2:30][C:31]3[C:36]([F:37])=[CH:35][CH:34]=[CH:33][C:32]=3[F:38])([C:20]([F:21])([F:23])[F:22])[C:24]([F:27])([F:25])[F:26])=[CH:15][CH:14]=2)(=[O:11])=[O:10])[CH:5]=[CH:6][C:7]=1[F:8], predict the reactants needed to synthesize it. The reactants are: [Br:1][C:2]1[CH:3]=[C:4]([S:9]([CH2:12][C:13]2[CH:18]=[CH:17][C:16]([C:19]([OH:28])([C:24]([F:27])([F:26])[F:25])[C:20]([F:23])([F:22])[F:21])=[CH:15][CH:14]=2)(=[O:11])=[O:10])[CH:5]=[CH:6][C:7]=1[F:8].Br[CH2:30][C:31]1[C:36]([F:37])=[CH:35][CH:34]=[CH:33][C:32]=1[F:38].C(=O)([O-])[O-].[K+].[K+].O. (5) Given the product [C:13]([O:18][CH2:2][Si:3]([O:10][CH2:11][CH3:12])([O:7][CH2:8][CH3:9])[O:4][CH2:5][CH3:6])(=[O:17])[C:14]([CH3:16])=[CH2:15], predict the reactants needed to synthesize it. The reactants are: Cl[CH2:2][Si:3]([O:10][CH2:11][CH3:12])([O:7][CH2:8][CH3:9])[O:4][CH2:5][CH3:6].[C:13]([O-:18])(=[O:17])[C:14]([CH3:16])=[CH2:15].[K+].